From a dataset of Catalyst prediction with 721,799 reactions and 888 catalyst types from USPTO. Predict which catalyst facilitates the given reaction. (1) Reactant: Br[C:2]1[CH:7]=[CH:6][N:5]=[C:4]([NH:8][C:9]([CH:11]2[CH2:13][CH2:12]2)=[O:10])[CH:3]=1.C(=O)([O-])[O-].[K+].[K+].[Cl:20][C:21]1[CH:22]=[C:23]([C:28]2([C:46]([F:49])([F:48])[F:47])[CH2:32][C:31]3[CH:33]=[C:34](B4OC(C)(C)C(C)(C)O4)[CH:35]=[CH:36][C:30]=3[O:29]2)[CH:24]=[C:25]([Cl:27])[CH:26]=1. Product: [Cl:27][C:25]1[CH:24]=[C:23]([C:28]2([C:46]([F:48])([F:49])[F:47])[CH2:32][C:31]3[CH:33]=[C:34]([C:2]4[CH:7]=[CH:6][N:5]=[C:4]([NH:8][C:9]([CH:11]5[CH2:13][CH2:12]5)=[O:10])[CH:3]=4)[CH:35]=[CH:36][C:30]=3[O:29]2)[CH:22]=[C:21]([Cl:20])[CH:26]=1. The catalyst class is: 108. (2) Reactant: FC1C=C(F)C=C2C=1C(NC1C=NC=C(N3CCOCC3)C=1)=C(C)C(N1CCNCC1)=N2.C(N(CC)CC)C.C(OC(=O)C)(=O)C.[F:47][C:48]1[CH:57]=[C:56]([F:58])[CH:55]=[C:54]2[C:49]=1[C:50]([NH:69][C:70]1[CH:71]=[N:72][CH:73]=[C:74]([N:76]3[CH2:81][CH2:80][O:79][CH2:78][CH2:77]3)[CH:75]=1)=[C:51]([CH3:68])[C:52]([N:59]1[CH2:64][CH2:63][N:62]([C:65](=[O:67])[CH3:66])[CH2:61][CH2:60]1)=[N:53]2.C(=O)(O)[O-].[Na+]. Product: [F:47][C:48]1[CH:57]=[C:56]([F:58])[CH:55]=[C:54]2[C:49]=1[C:50]([NH:69][C:70]1[CH:71]=[N:72][CH:73]=[C:74]([N:76]3[CH2:77][CH2:78][O:79][CH2:80][CH2:81]3)[CH:75]=1)=[C:51]([CH3:68])[C:52]([N:59]1[CH2:64][CH2:63][N:62]([C:65](=[O:67])[CH3:66])[CH2:61][CH2:60]1)=[N:53]2. The catalyst class is: 1. (3) The catalyst class is: 454. Reactant: [CH3:1][C:2]1[N:10]=[C:9]([C:11]([F:14])([F:13])[F:12])[CH:8]=[CH:7][C:3]=1[C:4]([OH:6])=[O:5].[CH2:15](N(CC)CC)C.CN([C:25]1[CH:30]=[CH:29][CH:28]=[CH:27]N=1)C.[C:31](Cl)(=[O:35])[C:32](Cl)=O. Product: [O:35]=[C:31]1[CH:32]2[CH2:15][CH:29]([CH2:30][CH2:25]2)[C:28]([O:5][C:4](=[O:6])[C:3]2[CH:7]=[CH:8][C:9]([C:11]([F:14])([F:12])[F:13])=[N:10][C:2]=2[CH3:1])=[CH:27]1. (4) Reactant: [N+:1]([C:4]1[CH:12]=[CH:11][CH:10]=[CH:9][C:5]=1[C:6](Cl)=[O:7])([O-:3])=[O:2].C(N(CC)C(C)C)(C)C.[NH2:22][C:23]1[C:32]2[C:27](=[CH:28][CH:29]=[CH:30][CH:31]=2)[CH:26]=[CH:25][CH:24]=1. Product: [C:23]1([NH:22][C:6]([C:5]2[CH:9]=[CH:10][CH:11]=[CH:12][C:4]=2[N+:1]([O-:3])=[O:2])=[O:7])[C:32]2[C:27](=[CH:28][CH:29]=[CH:30][CH:31]=2)[CH:26]=[CH:25][CH:24]=1. The catalyst class is: 1.